Dataset: Catalyst prediction with 721,799 reactions and 888 catalyst types from USPTO. Task: Predict which catalyst facilitates the given reaction. (1) Reactant: O(C1C=CC(NC2N=CN=C(N[C:22]3[CH:23]=[C:24]([CH:29]=[CH:30][CH:31]=3)[C:25]([O:27]C)=[O:26])C=2)=CC=1)C1C=CC=CC=1.[Li+].[OH-]. Product: [C:25]([OH:27])(=[O:26])[C:24]1[CH:29]=[CH:30][CH:31]=[CH:22][CH:23]=1. The catalyst class is: 200. (2) Reactant: [CH3:1][C:2]1[CH:3]=[C:4]([C:8]2[CH:9]=[CH:10][C:11]([C:19]3[CH:24]=[N:23][CH:22]=[CH:21][N:20]=3)=[C:12]([CH:18]=2)[C:13]([O:15]CC)=[O:14])[CH:5]=[N:6][CH:7]=1.[OH-].[Li+].Cl. Product: [CH3:1][C:2]1[CH:3]=[C:4]([C:8]2[CH:9]=[CH:10][C:11]([C:19]3[CH:24]=[N:23][CH:22]=[CH:21][N:20]=3)=[C:12]([CH:18]=2)[C:13]([OH:15])=[O:14])[CH:5]=[N:6][CH:7]=1. The catalyst class is: 252. (3) Reactant: [CH:1]1[CH2:7][CH:6]=[CH:5][CH:4]=[CH:3][CH:2]=1.[CH:8]([Br:11])(Br)Br.C([O-])([O-])=O.[K+].[K+].C1OCCOCCOCCOCCOCCOC1. Product: [Br:11][CH:8]1[C:6]2=[CH:5][CH:4]=[CH:3][CH:2]=[C:7]2[CH2:1]1. The catalyst class is: 21. (4) Reactant: Br[C:2]1[C:11]2[C:6](=[CH:7][CH:8]=[CH:9][CH:10]=2)[C:5](=[O:12])[O:4][C:3]=1[CH:13]([OH:15])[CH3:14].[CH3:16][N:17]([CH3:27])[C:18]1[CH:19]=[C:20](B(O)O)[CH:21]=[CH:22][CH:23]=1.C([O-])([O-])=O.[Cs+].[Cs+]. The catalyst class is: 73. Product: [CH3:16][N:17]([CH3:27])[C:18]1[CH:23]=[C:22]([C:2]2[C:11]3[C:6](=[CH:7][CH:8]=[CH:9][CH:10]=3)[C:5](=[O:12])[O:4][C:3]=2[CH:13]([OH:15])[CH3:14])[CH:21]=[CH:20][CH:19]=1.